Dataset: Catalyst prediction with 721,799 reactions and 888 catalyst types from USPTO. Task: Predict which catalyst facilitates the given reaction. (1) Reactant: [NH2:1][C:2]1[CH:7]=[CH:6][C:5]([C:8]2[N:13]=[C:12]([N:14]3[CH2:20][CH:19]4[O:21][CH:16]([CH2:17][CH2:18]4)[CH2:15]3)[N:11]=[C:10]([N:22]3[CH2:27][CH2:26][N:25]([C:28]([O:30][C:31]([CH3:34])([CH3:33])[CH3:32])=[O:29])[CH2:24][CH2:23]3)[N:9]=2)=[CH:4][CH:3]=1.ClC(Cl)(O[C:39](=[O:45])OC(Cl)(Cl)Cl)Cl.C(N(CC)CC)C.[NH2:54][C:55]1[CH:60]=[CH:59][N:58]=[CH:57][CH:56]=1. Product: [CH:16]12[O:21][CH:19]([CH2:18][CH2:17]1)[CH2:20][N:14]([C:12]1[N:13]=[C:8]([C:5]3[CH:6]=[CH:7][C:2]([NH:1][C:39]([NH:54][C:55]4[CH:60]=[CH:59][N:58]=[CH:57][CH:56]=4)=[O:45])=[CH:3][CH:4]=3)[N:9]=[C:10]([N:22]3[CH2:23][CH2:24][N:25]([C:28]([O:30][C:31]([CH3:34])([CH3:33])[CH3:32])=[O:29])[CH2:26][CH2:27]3)[N:11]=1)[CH2:15]2. The catalyst class is: 7. (2) Reactant: Cl[C:2]1[N:12]=[C:11]([NH:13][C:14]2[CH:19]=[CH:18][C:17]([N:20]3[CH2:25][CH2:24][N:23]([C:26]([O:28][C:29]([CH3:32])([CH3:31])[CH3:30])=[O:27])[CH2:22][CH2:21]3)=[CH:16][C:15]=2[O:33][CH2:34][CH3:35])[C:5]2[C:6](=[O:10])[NH:7][N:8]=[CH:9][C:4]=2[CH:3]=1.[Cl:36][C:37]1[CH:42]=[CH:41][CH:40]=[CH:39][C:38]=1[OH:43].CN(C)CC(O)=O.C(=O)([O-])[O-].[Cs+].[Cs+]. Product: [Cl:36][C:37]1[CH:42]=[CH:41][CH:40]=[CH:39][C:38]=1[O:43][C:2]1[N:12]=[C:11]([NH:13][C:14]2[CH:19]=[CH:18][C:17]([N:20]3[CH2:21][CH2:22][N:23]([C:26]([O:28][C:29]([CH3:32])([CH3:30])[CH3:31])=[O:27])[CH2:24][CH2:25]3)=[CH:16][C:15]=2[O:33][CH2:34][CH3:35])[C:5]2[C:6](=[O:10])[NH:7][N:8]=[CH:9][C:4]=2[CH:3]=1. The catalyst class is: 12. (3) Reactant: Cl.[NH:2]([C:4]1[CH:13]=[CH:12][C:7]([C:8]([O:10][CH3:11])=[O:9])=[CH:6][CH:5]=1)[NH2:3].[CH:14]12[CH2:23][CH:18]3[CH2:19][CH:20]([CH2:22][CH:16]([CH2:17]3)[CH:15]1[NH:24][C:25](=[O:38])/[C:26](/[C:31]([CH:33]1[CH2:37][CH2:36][CH2:35][CH2:34]1)=O)=[CH:27]\N(C)C)[CH2:21]2. Product: [CH:16]12[CH2:17][CH:18]3[CH2:19][CH:20]([CH2:21][CH:14]([CH2:23]3)[CH:15]1[NH:24][C:25]([C:26]1[CH:27]=[N:3][N:2]([C:4]3[CH:5]=[CH:6][C:7]([C:8]([O:10][CH3:11])=[O:9])=[CH:12][CH:13]=3)[C:31]=1[CH:33]1[CH2:34][CH2:35][CH2:36][CH2:37]1)=[O:38])[CH2:22]2. The catalyst class is: 212. (4) Reactant: [Cl:1][C:2]1[C:3]([N:8]2[C:12](F)=[C:11]([C:14]([F:17])([F:16])[F:15])[C:10]([C:18]([F:24])([F:23])[C:19]([F:22])([F:21])[F:20])=[N:9]2)=[N:4][CH:5]=[CH:6][CH:7]=1.[C-:25]#[N:26].[Na+].O.C(OCC)C. Product: [Cl:1][C:2]1[C:3]([N:8]2[C:12]([C:25]#[N:26])=[C:11]([C:14]([F:15])([F:17])[F:16])[C:10]([C:18]([F:23])([F:24])[C:19]([F:20])([F:21])[F:22])=[N:9]2)=[N:4][CH:5]=[CH:6][CH:7]=1. The catalyst class is: 10. (5) Reactant: C(OC(=O)[NH:7][C:8]1([C:11]2[CH:16]=[CH:15][CH:14]=[C:13]([N:17]3[CH:21]=[CH:20][CH:19]=[N:18]3)[CH:12]=2)[CH2:10][CH2:9]1)(C)(C)C. Product: [N:17]1([C:13]2[CH:12]=[C:11]([C:8]3([NH2:7])[CH2:9][CH2:10]3)[CH:16]=[CH:15][CH:14]=2)[CH:21]=[CH:20][CH:19]=[N:18]1. The catalyst class is: 55. (6) Reactant: [Cl:1][C:2]1[CH:7]=[CH:6][C:5]([C:8](=[O:23])[CH2:9][CH2:10][C:11]([C:13]2[CH:18]=[CH:17][C:16]([Cl:19])=[C:15]([N+:20]([O-:22])=[O:21])[CH:14]=2)=[O:12])=[CH:4][C:3]=1[N+:24]([O-:26])=[O:25].[BH4-].[Na+]. The catalyst class is: 8. Product: [Cl:1][C:2]1[CH:7]=[CH:6][C:5]([CH:8]([OH:23])[CH2:9][CH2:10][CH:11]([C:13]2[CH:18]=[CH:17][C:16]([Cl:19])=[C:15]([N+:20]([O-:22])=[O:21])[CH:14]=2)[OH:12])=[CH:4][C:3]=1[N+:24]([O-:26])=[O:25]. (7) Product: [CH2:1]([N:3]1[CH2:8][CH2:7][N:6]([C:9]2[CH:14]=[C:13]([N:15]3[C:19]4[N:20]=[C:21]([N:40]5[CH2:41][CH2:42][O:43][CH2:44][CH2:45]5)[N:22]=[C:23]([C:24]5[CH:29]=[N:28][C:27]([NH2:30])=[N:26][CH:25]=5)[C:18]=4[CH:17]=[CH:16]3)[CH:12]=[CH:11][N:10]=2)[CH2:5][CH2:4]1)[CH3:2]. The catalyst class is: 146. Reactant: [CH2:1]([N:3]1[CH2:8][CH2:7][N:6]([C:9]2[CH:14]=[C:13]([N:15]3[C:19]4[N:20]=[C:21]([N:40]5[CH2:45][CH2:44][O:43][CH2:42][CH2:41]5)[N:22]=[C:23]([C:24]5[CH:25]=[N:26][C:27]([NH:30]CC6C=CC(OC)=CC=6)=[N:28][CH:29]=5)[C:18]=4[CH2:17][CH2:16]3)[CH:12]=[CH:11][N:10]=2)[CH2:5][CH2:4]1)[CH3:2].C(C1C(=O)C(Cl)=C(Cl)C(=O)C=1C#N)#N.[OH-].[Na+]. (8) Reactant: [F:1][C:2]1[CH:3]=[C:4]2[C:8](=[C:9]([C:11]([OH:13])=O)[CH:10]=1)[NH:7][CH:6]=[CH:5]2.[C:14]([C:18]1[CH:33]=[CH:32][C:21]([CH2:22][NH:23][CH2:24][CH2:25][C:26]2[CH:31]=[CH:30][CH:29]=[CH:28][CH:27]=2)=[CH:20][CH:19]=1)([CH3:17])([CH3:16])[CH3:15].CCN=C=NCCCN(C)C.Cl. Product: [C:14]([C:18]1[CH:33]=[CH:32][C:21]([CH2:22][N:23]([CH2:24][CH2:25][C:26]2[CH:31]=[CH:30][CH:29]=[CH:28][CH:27]=2)[C:11]([C:9]2[CH:10]=[C:2]([F:1])[CH:3]=[C:4]3[C:8]=2[NH:7][CH:6]=[CH:5]3)=[O:13])=[CH:20][CH:19]=1)([CH3:17])([CH3:15])[CH3:16]. The catalyst class is: 2.